This data is from Full USPTO retrosynthesis dataset with 1.9M reactions from patents (1976-2016). The task is: Predict the reactants needed to synthesize the given product. (1) Given the product [CH2:59]([O:58][C:32]1[CH:31]=[C:30]([C:27]2[CH:28]=[CH:29][C:24]([C@@H:6]3[O:7][C@H:8]([CH2:19][OH:20])[C@@H:9]([OH:15])[C@H:10]([OH:11])[C@H:5]3[OH:4])=[CH:25][CH:26]=2)[CH:35]=[CH:34][C:33]=1[C@@H:36]1[C@@H:39]([CH2:40][CH2:41][C@@H:42]([C:44]2[CH:45]=[CH:46][C:47]([F:50])=[CH:48][CH:49]=2)[OH:43])[C:38](=[O:51])[N:37]1[C:52]1[CH:57]=[CH:56][CH:55]=[CH:54][CH:53]=1)[C:60]1[CH:65]=[CH:64][CH:63]=[CH:62][CH:61]=1, predict the reactants needed to synthesize it. The reactants are: C([O:4][C@@H:5]1[C@@H:10]([O:11]C(=O)C)[C@H:9]([O:15]C(=O)C)[C@@H:8]([CH2:19][O:20]C(=O)C)[O:7][C@H:6]1[C:24]1[CH:29]=[CH:28][C:27]([C:30]2[CH:35]=[CH:34][C:33]([C@@H:36]3[C@@H:39]([CH2:40][CH2:41][C@@H:42]([C:44]4[CH:49]=[CH:48][C:47]([F:50])=[CH:46][CH:45]=4)[OH:43])[C:38](=[O:51])[N:37]3[C:52]3[CH:57]=[CH:56][CH:55]=[CH:54][CH:53]=3)=[C:32]([O:58][CH2:59][C:60]3[CH:65]=[CH:64][CH:63]=[CH:62][CH:61]=3)[CH:31]=2)=[CH:26][CH:25]=1)(=O)C.[OH-].[NH4+]. (2) Given the product [CH:9]1([N:5]2[CH2:4][CH:3]([CH2:2][OH:1])[O:7][C:6]2=[O:8])[CH2:11][CH2:17][CH2:12][CH2:13][CH2:10]1, predict the reactants needed to synthesize it. The reactants are: [OH:1][CH2:2][CH:3]1[O:7][C:6](=[O:8])[N:5]([CH:9]([CH3:11])[CH3:10])[CH2:4]1.[CH:12]1(N)[CH2:17]CCC[CH2:13]1.C(N)(C)C. (3) Given the product [ClH:31].[NH2:8][C@@H:9]1[CH2:17][C:16]2[C:11](=[CH:12][CH:13]=[CH:14][CH:15]=2)[C@H:10]1[C:18]([CH2:27][CH2:28][O:29][CH3:30])([C:23]([O:25][CH3:26])=[O:24])[C:19]([O:21][CH3:22])=[O:20], predict the reactants needed to synthesize it. The reactants are: C(OC([NH:8][C@@H:9]1[CH2:17][C:16]2[C:11](=[CH:12][CH:13]=[CH:14][CH:15]=2)[C@H:10]1[C:18]([CH2:27][CH2:28][O:29][CH3:30])([C:23]([O:25][CH3:26])=[O:24])[C:19]([O:21][CH3:22])=[O:20])=O)(C)(C)C.[ClH:31]. (4) Given the product [CH2:1]([O:4][C:5]([C:7]1[N:8]([NH:13][CH2:14][CH2:15][CH:16]([CH3:18])[CH3:17])[CH:9]=[C:10]([F:12])[CH:11]=1)=[O:6])[CH:2]=[CH2:3], predict the reactants needed to synthesize it. The reactants are: [CH2:1]([O:4][C:5]([C:7]1[N:8]([NH2:13])[CH:9]=[C:10]([F:12])[CH:11]=1)=[O:6])[CH:2]=[CH2:3].[CH:14](=O)[CH2:15][CH:16]([CH3:18])[CH3:17].C([BH3-])#N.[Na+]. (5) Given the product [C:1]([N:5]([CH3:18])[S:6]([C:9]1[CH:10]=[N:11][C:12]([Cl:15])=[CH:13][CH:14]=1)(=[O:7])=[O:8])([CH3:4])([CH3:2])[CH3:3], predict the reactants needed to synthesize it. The reactants are: [C:1]([NH:5][S:6]([C:9]1[CH:10]=[N:11][C:12]([Cl:15])=[CH:13][CH:14]=1)(=[O:8])=[O:7])([CH3:4])([CH3:3])[CH3:2].CI.[C:18]([O-])([O-])=O.[K+].[K+]. (6) Given the product [Br:48][C:46]1[CH:45]=[CH:44][C:42]([NH:43][C:11]2[C:8]3[C:9](=[O:10])[N:4]([CH:1]4[CH2:3][CH2:2]4)[C:5](=[O:39])[N:6]([C:28]4[CH:29]=[C:30]([NH:34][S:35]([CH3:38])(=[O:37])=[O:36])[CH:31]=[CH:32][CH:33]=4)[C:7]=3[N:14]([CH3:15])[C:13](=[O:16])[CH:12]=2)=[C:41]([F:40])[CH:47]=1, predict the reactants needed to synthesize it. The reactants are: [CH:1]1([N:4]2[C:9](=[O:10])[C:8]3[C:11](OS(C4C=CC(C)=CC=4)(=O)=O)=[CH:12][C:13](=[O:16])[N:14]([CH3:15])[C:7]=3[N:6]([C:28]3[CH:33]=[CH:32][CH:31]=[C:30]([NH:34][S:35]([CH3:38])(=[O:37])=[O:36])[CH:29]=3)[C:5]2=[O:39])[CH2:3][CH2:2]1.[F:40][C:41]1[CH:47]=[C:46]([Br:48])[CH:45]=[CH:44][C:42]=1[NH2:43]. (7) Given the product [CH3:1][O:2][CH2:3][CH2:4][CH2:5][CH2:6][N:7]1[C:12]2[CH:13]=[C:14]([C:21]([NH:49][C@@H:50]3[CH2:55][CH2:54][CH2:53][N:52]([C:56]([O:58][C:59]([CH3:62])([CH3:61])[CH3:60])=[O:57])[CH2:51]3)=[O:22])[C:15]([C:17]([F:20])([F:19])[F:18])=[CH:16][C:11]=2[O:10][C:9]([CH3:24])([CH3:25])[C:8]1=[O:26], predict the reactants needed to synthesize it. The reactants are: [CH3:1][O:2][CH2:3][CH2:4][CH2:5][CH2:6][N:7]1[C:12]2[CH:13]=[C:14]([C:21](O)=[O:22])[C:15]([C:17]([F:20])([F:19])[F:18])=[CH:16][C:11]=2[O:10][C:9]([CH3:25])([CH3:24])[C:8]1=[O:26].ON1C2C=CC=CC=2N=N1.Cl.C(N=C=NCCCN(C)C)C.[NH2:49][C@@H:50]1[CH2:55][CH2:54][CH2:53][N:52]([C:56]([O:58][C:59]([CH3:62])([CH3:61])[CH3:60])=[O:57])[CH2:51]1.S([O-])(O)(=O)=O.[Na+]. (8) Given the product [CH:1]1([O:8][C:10]2[N:15]=[C:14]([CH2:16][O:17][C:18]3[CH:19]=[C:20]([C@H:24]([CH:31]4[CH2:33][CH2:32]4)[CH2:25][C:26]([OH:28])=[O:27])[CH:21]=[CH:22][CH:23]=3)[CH:13]=[N:12][C:11]=2[C:34]2[CH:39]=[C:38]([O:40][CH3:41])[CH:37]=[CH:36][C:35]=2[F:42])[CH2:7][CH2:6][CH2:5][CH2:4][CH2:3][CH2:2]1, predict the reactants needed to synthesize it. The reactants are: [CH:1]1([OH:8])[CH2:7][CH2:6][CH2:5][CH2:4][CH2:3][CH2:2]1.Cl[C:10]1[N:15]=[C:14]([CH2:16][O:17][C:18]2[CH:19]=[C:20]([C@H:24]([CH:31]3[CH2:33][CH2:32]3)[CH2:25][C:26]([O:28]CC)=[O:27])[CH:21]=[CH:22][CH:23]=2)[CH:13]=[N:12][C:11]=1[C:34]1[CH:39]=[C:38]([O:40][CH3:41])[CH:37]=[CH:36][C:35]=1[F:42].O.Cl. (9) Given the product [C:1]([C:5]1[S:13][C:12]2[C:11]([NH:30][C:27]3[CH:26]=[C:25]([CH3:24])[NH:29][N:28]=3)=[N:10][C:9]([C:15]([C:17]3[CH:22]=[CH:21][C:20]([F:23])=[CH:19][CH:18]=3)=[O:16])=[N:8][C:7]=2[CH:6]=1)([CH3:4])([CH3:3])[CH3:2], predict the reactants needed to synthesize it. The reactants are: [C:1]([C:5]1[S:13][C:12]2[C:11](Cl)=[N:10][C:9]([C:15]([C:17]3[CH:22]=[CH:21][C:20]([F:23])=[CH:19][CH:18]=3)=[O:16])=[N:8][C:7]=2[CH:6]=1)([CH3:4])([CH3:3])[CH3:2].[CH3:24][C:25]1[NH:29][N:28]=[C:27]([NH2:30])[CH:26]=1.CCN(C(C)C)C(C)C.